This data is from Forward reaction prediction with 1.9M reactions from USPTO patents (1976-2016). The task is: Predict the product of the given reaction. (1) Given the reactants [N:1]([CH:4]1[CH2:9][CH2:8][N:7]([S:10]([CH3:13])(=[O:12])=[O:11])[CH2:6][CH:5]1[O:14][CH3:15])=[N+]=[N-], predict the reaction product. The product is: [CH3:13][S:10]([N:7]1[CH2:8][CH2:9][CH:4]([NH2:1])[CH:5]([O:14][CH3:15])[CH2:6]1)(=[O:12])=[O:11]. (2) Given the reactants [NH2:1][C:2]1[C:3]([C:8]([OH:10])=[O:9])=[N:4][CH:5]=[CH:6][CH:7]=1.Cl.[CH3:12]O, predict the reaction product. The product is: [NH2:1][C:2]1[C:3]([C:8]([O:10][CH3:12])=[O:9])=[N:4][CH:5]=[CH:6][CH:7]=1. (3) Given the reactants [OH:1][CH2:2][CH:3]1[O:8][CH2:7][CH2:6][NH:5][CH2:4]1.CCN(CC)CC.[Cl:16][C:17]1[N:18]=[C:19](Cl)[C:20]2[C:25]([CH3:26])=[CH:24][S:23][C:21]=2[N:22]=1, predict the reaction product. The product is: [Cl:16][C:17]1[N:18]=[C:19]([N:5]2[CH2:6][CH2:7][O:8][CH:3]([CH2:2][OH:1])[CH2:4]2)[C:20]2[C:25]([CH3:26])=[CH:24][S:23][C:21]=2[N:22]=1. (4) Given the reactants Cl[S:2]([C:5]1[C:6]([CH3:13])=[C:7]([C:10]([OH:12])=O)[S:8][CH:9]=1)(=[O:4])=[O:3].[O:14]([C:21]1[CH:22]=[C:23]([CH:25]=[CH:26][CH:27]=1)[NH2:24])[C:15]1[CH:20]=[CH:19][CH:18]=[CH:17][CH:16]=1.[C:28]([O:37]C)(=[O:36])[C:29]1[C:30](=[CH:32][CH:33]=[CH:34][CH:35]=1)[NH2:31], predict the reaction product. The product is: [CH3:13][C:6]1[C:5]([S:2](=[O:3])(=[O:4])[NH:24][C:23]2[CH:25]=[CH:26][CH:27]=[C:21]([O:14][C:15]3[CH:16]=[CH:17][CH:18]=[CH:19][CH:20]=3)[CH:22]=2)=[CH:9][S:8][C:7]=1[C:10]([NH:31][C:30]1[CH:32]=[CH:33][CH:34]=[CH:35][C:29]=1[C:28]([OH:37])=[O:36])=[O:12]. (5) Given the reactants [CH3:1][N:2]1[CH2:27][CH2:26][C:4]2([NH:8][CH:7]([C:9]3[N:14]=[C:13]([CH3:15])[CH:12]=[C:11]([C:16]4[CH:21]=[CH:20][C:19]([C:22]([F:25])([F:24])[F:23])=[CH:18][CH:17]=4)[N:10]=3)[CH2:6][CH2:5]2)[C:3]1=[O:28].[S:29](=[O:33])(=[O:32])([OH:31])[OH:30], predict the reaction product. The product is: [S:29](=[O:31])(=[O:30])([OH:33])[OH:32].[CH3:1][N:2]1[CH2:27][CH2:26][C@:4]2([NH:8][C@@H:7]([C:9]3[N:14]=[C:13]([CH3:15])[CH:12]=[C:11]([C:16]4[CH:17]=[CH:18][C:19]([C:22]([F:25])([F:24])[F:23])=[CH:20][CH:21]=4)[N:10]=3)[CH2:6][CH2:5]2)[C:3]1=[O:28].